From a dataset of Full USPTO retrosynthesis dataset with 1.9M reactions from patents (1976-2016). Predict the reactants needed to synthesize the given product. (1) Given the product [Cl:1][C:2]1[CH:3]=[C:4]2[N:13]([S:14]([C:17]3[CH:23]=[CH:22][C:20]([CH3:21])=[CH:19][CH:18]=3)(=[O:16])=[O:15])[CH:12]=[CH:11][C:5]2=[N:6][C:7]=1[CH:8]([NH:10][C:34]1[N:39]=[C:38]([NH:40][C:41]2[CH:45]=[C:44]([CH:46]3[CH2:48][CH2:47]3)[NH:43][N:42]=2)[CH:37]=[CH:36][N:35]=1)[CH3:9], predict the reactants needed to synthesize it. The reactants are: [Cl:1][C:2]1[CH:3]=[C:4]2[N:13]([S:14]([C:17]3[CH:23]=[CH:22][C:20]([CH3:21])=[CH:19][CH:18]=3)(=[O:16])=[O:15])[CH:12]=[CH:11][C:5]2=[N:6][C:7]=1[CH:8]([NH2:10])[CH3:9].CCN(C(C)C)C(C)C.Cl[C:34]1[N:39]=[C:38]([NH:40][C:41]2[CH:45]=[C:44]([CH:46]3[CH2:48][CH2:47]3)[NH:43][N:42]=2)[CH:37]=[CH:36][N:35]=1. (2) Given the product [CH2:20]([NH:22][C:23]([NH:13][C:10]1[S:11][C:12]2[C:4]([N+:1]([O-:3])=[O:2])=[CH:5][C:6]([C:14]3[CH:15]=[N:16][CH:17]=[CH:18][CH:19]=3)=[CH:7][C:8]=2[N:9]=1)=[O:24])[CH3:21], predict the reactants needed to synthesize it. The reactants are: [N+:1]([C:4]1[C:12]2[S:11][C:10]([NH2:13])=[N:9][C:8]=2[CH:7]=[C:6]([C:14]2[CH:15]=[N:16][CH:17]=[CH:18][CH:19]=2)[CH:5]=1)([O-:3])=[O:2].[CH2:20]([N:22]=[C:23]=[O:24])[CH3:21]. (3) Given the product [CH2:35]([N:39]1[CH2:44][CH2:43][N:42]([C:1](=[NH:2])[C:3]2[CH:4]=[C:5]([NH:9][C:10](=[O:34])[NH:11][C:12]3[CH:17]=[CH:16][C:15]([S:18]([N:21]4[CH2:29][C:28]5[C:23](=[CH:24][CH:25]=[C:26]([S:30]([NH2:33])(=[O:32])=[O:31])[CH:27]=5)[CH2:22]4)(=[O:20])=[O:19])=[CH:14][CH:13]=3)[CH:6]=[CH:7][CH:8]=2)[CH2:41][CH2:40]1)[CH2:36][CH2:37][CH3:38], predict the reactants needed to synthesize it. The reactants are: [C:1]([C:3]1[CH:4]=[C:5]([NH:9][C:10](=[O:34])[NH:11][C:12]2[CH:17]=[CH:16][C:15]([S:18]([N:21]3[CH2:29][C:28]4[C:23](=[CH:24][CH:25]=[C:26]([S:30]([NH2:33])(=[O:32])=[O:31])[CH:27]=4)[CH2:22]3)(=[O:20])=[O:19])=[CH:14][CH:13]=2)[CH:6]=[CH:7][CH:8]=1)#[N:2].[CH2:35]([N:39]1[CH2:44][CH2:43][NH:42][CH2:41][CH2:40]1)[CH2:36][CH2:37][CH3:38]. (4) Given the product [CH3:19][S:16]([C:13]1[CH:14]=[CH:15][C:10]([C:6]2[C:5]3[N:4]([N:3]=[C:2]([NH:29][CH2:28][CH2:27][C:22]4[CH:23]=[CH:24][CH:25]=[CH:26][N:21]=4)[N:20]=3)[CH:9]=[CH:8][CH:7]=2)=[CH:11][CH:12]=1)(=[O:18])=[O:17], predict the reactants needed to synthesize it. The reactants are: Cl[C:2]1[N:20]=[C:5]2[C:6]([C:10]3[CH:15]=[CH:14][C:13]([S:16]([CH3:19])(=[O:18])=[O:17])=[CH:12][CH:11]=3)=[CH:7][CH:8]=[CH:9][N:4]2[N:3]=1.[N:21]1[CH:26]=[CH:25][CH:24]=[CH:23][C:22]=1[CH2:27][CH2:28][NH2:29].